Predict which catalyst facilitates the given reaction. From a dataset of Catalyst prediction with 721,799 reactions and 888 catalyst types from USPTO. Reactant: [NH2:1][C:2]1[N:7]=[CH:6][C:5]([C:8]([O:10][CH3:11])=[O:9])=[CH:4][CH:3]=1.[Br:12][CH2:13][C:14](OCC)=[O:15]. Product: [BrH:12].[O:15]=[C:14]1[CH2:13][N:7]2[C:2]([CH:3]=[CH:4][C:5]([C:8]([O:10][CH3:11])=[O:9])=[CH:6]2)=[N:1]1. The catalyst class is: 1.